This data is from Peptide-MHC class I binding affinity with 185,985 pairs from IEDB/IMGT. The task is: Regression. Given a peptide amino acid sequence and an MHC pseudo amino acid sequence, predict their binding affinity value. This is MHC class I binding data. (1) The peptide sequence is FQWHEAMFL. The MHC is HLA-A26:01 with pseudo-sequence HLA-A26:01. The binding affinity (normalized) is 0.0847. (2) The peptide sequence is GPKVKQWPL. The MHC is HLA-B45:01 with pseudo-sequence HLA-B45:01. The binding affinity (normalized) is 0. (3) The peptide sequence is IMETIDPVY. The MHC is HLA-A31:01 with pseudo-sequence HLA-A31:01. The binding affinity (normalized) is 0.0836. (4) The peptide sequence is KYQVPSLQYL. The MHC is Mamu-B08 with pseudo-sequence Mamu-B08. The binding affinity (normalized) is 0.338. (5) The peptide sequence is ATDFKFAMY. The MHC is HLA-A11:01 with pseudo-sequence HLA-A11:01. The binding affinity (normalized) is 0.280. (6) The peptide sequence is SVMNFIPIIY. The MHC is HLA-A68:01 with pseudo-sequence HLA-A68:01. The binding affinity (normalized) is 0.612. (7) The peptide sequence is LYNTIAVLY. The MHC is HLA-A26:01 with pseudo-sequence HLA-A26:01. The binding affinity (normalized) is 0.0847.